Dataset: Reaction yield outcomes from USPTO patents with 853,638 reactions. Task: Predict the reaction yield, written as a fraction of the theoretical maximum amount of product (1.0 means a 100% yield; for example, 0.34 means a 34% yield). (1) The reactants are [CH3:1][C:2]1[C:18]([CH2:19][C:20]2[CH:25]=[CH:24][CH:23]=[C:22]([C:26]([F:29])([F:28])[F:27])[C:21]=2[CH3:30])=[C:5]2[N:6]=[C:7]([N:12]3[CH2:17][CH2:16][O:15][CH2:14][CH2:13]3)[CH:8]=[C:9]([C:10]#[N:11])[N:4]2[N:3]=1.[N-:31]=[N+:32]=[N-:33].[Na+].[Cl-].[NH4+]. The catalyst is CN(C)C=O. The product is [CH3:1][C:2]1[C:18]([CH2:19][C:20]2[CH:25]=[CH:24][CH:23]=[C:22]([C:26]([F:29])([F:27])[F:28])[C:21]=2[CH3:30])=[C:5]2[N:6]=[C:7]([N:12]3[CH2:17][CH2:16][O:15][CH2:14][CH2:13]3)[CH:8]=[C:9]([C:10]3[N:31]=[N:32][NH:33][N:11]=3)[N:4]2[N:3]=1. The yield is 0.410. (2) The reactants are [CH3:1][O:2][C:3]1[CH:8]=[N:7][NH:6][C:5](=[O:9])[N:4]=1.[C:10]([NH:13][C:14]1[CH:15]=[C:16](B(O)O)[CH:17]=[CH:18][CH:19]=1)(=[O:12])[CH3:11].N1C=CC=CC=1. The catalyst is CN(C=O)C.C([O-])(=O)C.[Cu+2].C([O-])(=O)C. The product is [CH3:1][O:2][C:3]1[CH:8]=[N:7][N:6]([C:18]2[CH:19]=[C:14]([NH:13][C:10](=[O:12])[CH3:11])[CH:15]=[CH:16][CH:17]=2)[C:5](=[O:9])[N:4]=1. The yield is 0.240. (3) The reactants are [NH2:1][C:2]1[N:11]=[C:10]([CH3:12])[C:9]2[C:8](=[O:13])[CH2:7][CH:6]([C:14]3[CH:19]=[CH:18][C:17]([F:20])=[CH:16][C:15]=3Br)[CH2:5][C:4]=2[N:3]=1.[F:22][C:23]1[C:28](B(O)O)=[CH:27][CH:26]=[CH:25][N:24]=1.C(=O)([O-])[O-].[K+].[K+]. The catalyst is COCCOC. The product is [NH2:1][C:2]1[N:11]=[C:10]([CH3:12])[C:9]2[C:8](=[O:13])[CH2:7][CH:6]([C:14]3[CH:19]=[CH:18][C:17]([F:20])=[CH:16][C:15]=3[C:28]3[C:23]([F:22])=[N:24][CH:25]=[CH:26][CH:27]=3)[CH2:5][C:4]=2[N:3]=1. The yield is 0.960. (4) The reactants are Cl[Al](Cl)Cl.[NH2:5][C:6]1[N:7]=[C:8]([S:19][CH3:20])[S:9][C:10]=1[C:11]([C:13]1[CH:18]=[CH:17][CH:16]=[CH:15][CH:14]=1)=O.[C:21]1(=O)[CH2:26][CH2:25][CH2:24][CH2:23][CH2:22]1. The catalyst is C(#N)C. The product is [CH3:20][S:19][C:8]1[S:9][C:10]2[C:6]([N:7]=1)=[N:5][C:14]1[CH2:15][CH2:16][CH2:17][CH2:18][C:13]=1[C:11]=2[C:21]1[CH:26]=[CH:25][CH:24]=[CH:23][CH:22]=1. The yield is 0.910. (5) The product is [N-:8]=[C:12]=[S:22].[Cl:18][C:15]1[CH:16]=[CH:17][C:10]2[C:9](=[O:19])[N:8]([C:5]3[CH:6]=[CH:7][CH:2]=[CH:3][C:4]=3[CH3:20])[C:12](=[O:13])[C:11]=2[CH:14]=1. The catalyst is CC(C)=O. The yield is 0.740. The reactants are N[C:2]1[CH:7]=[CH:6][C:5]([N:8]2[C:12](=[O:13])[C:11]3[CH:14]=[C:15]([Cl:18])[CH:16]=[CH:17][C:10]=3[C:9]2=[O:19])=[C:4]([CH3:20])[CH:3]=1.C(Cl)(Cl)=[S:22].